From a dataset of Peptide-MHC class I binding affinity with 185,985 pairs from IEDB/IMGT. Regression. Given a peptide amino acid sequence and an MHC pseudo amino acid sequence, predict their binding affinity value. This is MHC class I binding data. (1) The peptide sequence is EEVSFQGRG. The MHC is HLA-B40:02 with pseudo-sequence HLA-B40:02. The binding affinity (normalized) is 0.0645. (2) The peptide sequence is PMPCMINDTH. The MHC is HLA-A68:01 with pseudo-sequence HLA-A68:01. The binding affinity (normalized) is 0. (3) The peptide sequence is FLPSDYFKSV. The MHC is HLA-A02:01 with pseudo-sequence HLA-A02:01. The binding affinity (normalized) is 0.723.